This data is from Peptide-MHC class II binding affinity with 134,281 pairs from IEDB. The task is: Regression. Given a peptide amino acid sequence and an MHC pseudo amino acid sequence, predict their binding affinity value. This is MHC class II binding data. (1) The peptide sequence is ALSYYPTPLAKEDFL. The MHC is DRB1_0802 with pseudo-sequence DRB1_0802. The binding affinity (normalized) is 0.760. (2) The peptide sequence is STVVASVTIIDRSLP. The MHC is DRB1_0401 with pseudo-sequence DRB1_0401. The binding affinity (normalized) is 0.545. (3) The peptide sequence is AAWGGSGSEAYQGVQ. The MHC is HLA-DQA10102-DQB10602 with pseudo-sequence HLA-DQA10102-DQB10602. The binding affinity (normalized) is 0.571. (4) The peptide sequence is WCCRSCTMPPVSFHG. The MHC is DRB1_0301 with pseudo-sequence DRB1_0301. The binding affinity (normalized) is 0.393.